From a dataset of Catalyst prediction with 721,799 reactions and 888 catalyst types from USPTO. Predict which catalyst facilitates the given reaction. (1) Reactant: [CH3:1][O:2][C:3]1[CH:4]=[C:5]([C:9]2[CH:10]=[N:11][C:12]([N:16]3[CH2:21][CH2:20][O:19][CH2:18][CH2:17]3)=[CH:13][C:14]=2[NH2:15])[CH:6]=[N:7][CH:8]=1.Cl[C:23]1[C:32]2[C:27](=[CH:28][C:29]([F:34])=[CH:30][C:31]=2[F:33])[N:26]=[C:25]([CH:35]2[CH2:37][CH2:36]2)[C:24]=1[CH3:38].C1(P(C2CCCCC2)C2C=CC=CC=2C2C(C(C)C)=CC(C(C)C)=CC=2C(C)C)CCCCC1.CC(C)([O-])C.[Na+]. Product: [CH:35]1([C:25]2[C:24]([CH3:38])=[C:23]([NH:15][C:14]3[CH:13]=[C:12]([N:16]4[CH2:21][CH2:20][O:19][CH2:18][CH2:17]4)[N:11]=[CH:10][C:9]=3[C:5]3[CH:6]=[N:7][CH:8]=[C:3]([O:2][CH3:1])[CH:4]=3)[C:32]3[C:27](=[CH:28][C:29]([F:34])=[CH:30][C:31]=3[F:33])[N:26]=2)[CH2:36][CH2:37]1. The catalyst class is: 491. (2) Reactant: [C:1]([C:5]1[N:9]([CH3:10])[N:8]([CH2:11][C@H:12]2[CH2:16][CH2:15][CH2:14][O:13]2)/[C:7](=[N:17]/[C:18](=[O:35])[C:19]2[CH:24]=[C:23]([C:25]([F:28])([F:27])[F:26])[CH:22]=[CH:21][C:20]=2[O:29][CH2:30][C@@H:31]([OH:34])[CH:32]=[CH2:33])/[CH:6]=1)([CH3:4])([CH3:3])[CH3:2]. Product: [C:1]([C:5]1[N:9]([CH3:10])[N:8]([CH2:11][C@H:12]2[CH2:16][CH2:15][CH2:14][O:13]2)/[C:7](=[N:17]/[C:18](=[O:35])[C:19]2[CH:24]=[C:23]([C:25]([F:28])([F:27])[F:26])[CH:22]=[CH:21][C:20]=2[O:29][CH2:30][C@@H:31]([OH:34])[CH2:32][CH3:33])/[CH:6]=1)([CH3:3])([CH3:2])[CH3:4]. The catalyst class is: 45. (3) Reactant: [C:1]([O:6]C)(=[O:5])[C:2]([CH3:4])=O.[CH3:8]OC(OC)N(C)C.Cl.[C:17]([NH2:25])(=[NH:24])[C:18]1[CH:23]=[CH:22][CH:21]=[CH:20][CH:19]=1.C[O-].[Na+]. Product: [C:18]1([C:17]2[N:25]=[C:2]([C:1]([OH:6])=[O:5])[CH:4]=[CH:8][N:24]=2)[CH:23]=[CH:22][CH:21]=[CH:20][CH:19]=1. The catalyst class is: 69. (4) Reactant: [Br:1][C:2]1[CH:3]=[C:4]([S:8]([N:11]2[C:15]([C:16]3[CH:21]=[CH:20][CH:19]=[CH:18][CH:17]=3)=[CH:14][C:13]([CH:22]=O)=[CH:12]2)(=[O:10])=[O:9])[CH:5]=[N:6][CH:7]=1.[CH3:24][NH2:25].[BH4-].[Na+].[C:28](=[O:31])([O-])[OH:29].[Na+]. Product: [Br:1][C:2]1[CH:3]=[C:4]([S:8]([N:11]2[C:15]([C:16]3[CH:21]=[CH:20][CH:19]=[CH:18][CH:17]=3)=[CH:14][C:13]([CH2:22][N:25]([CH3:24])[C:28](=[O:31])[O:29][C:13]([CH3:22])([CH3:14])[CH3:12])=[CH:12]2)(=[O:10])=[O:9])[CH:5]=[N:6][CH:7]=1. The catalyst class is: 193. (5) Reactant: [C:1]([O:6][C:7]1[CH:8]=[C:9]([CH:13]=[C:14]([O:22][C:23](=[O:27])[CH2:24][CH2:25][CH3:26])[C:15]=1[O:16][C:17](=[O:21])[CH2:18][CH2:19][CH3:20])[C:10](O)=[O:11])(=[O:5])[CH2:2][CH2:3][CH3:4].CN(C=O)C.C(Cl)(=O)C(Cl)=O.[NH2:39][C:40]1[S:41][CH:42]=[C:43]([C:45]2[CH:50]=[CH:49][C:48]([Cl:51])=[CH:47][CH:46]=2)[N:44]=1. Product: [C:1]([O:6][C:7]1[CH:8]=[C:9]([C:10](=[O:11])[NH:39][C:40]2[S:41][CH:42]=[C:43]([C:45]3[CH:46]=[CH:47][C:48]([Cl:51])=[CH:49][CH:50]=3)[N:44]=2)[CH:13]=[C:14]([O:22][C:23](=[O:27])[CH2:24][CH2:25][CH3:26])[C:15]=1[O:16][C:17](=[O:21])[CH2:18][CH2:19][CH3:20])(=[O:5])[CH2:2][CH2:3][CH3:4]. The catalyst class is: 272. (6) Reactant: [CH3:1][S:2]([C:5]1[CH:6]=[CH:7][C:8]([NH2:11])=[N:9][CH:10]=1)(=[O:4])=[O:3].Br[C:13]1[C:14](=[O:21])[N:15]([CH3:20])[CH:16]=[C:17]([Br:19])[CH:18]=1.C(=O)([O-])[O-].[Cs+].[Cs+].CC1(C)C2C(=C(P(C3C=CC=CC=3)C3C=CC=CC=3)C=CC=2)OC2C(P(C3C=CC=CC=3)C3C=CC=CC=3)=CC=CC1=2. Product: [Br:19][C:17]1[CH:18]=[C:13]([NH:11][C:8]2[CH:7]=[CH:6][C:5]([S:2]([CH3:1])(=[O:4])=[O:3])=[CH:10][N:9]=2)[C:14](=[O:21])[N:15]([CH3:20])[CH:16]=1. The catalyst class is: 102. (7) Reactant: NC([C:10]1[CH:19]=[CH:18][C:17]2[C:12](=[CH:13][CH:14]=[C:15]([O:24][C@H:25]3[CH2:30][CH2:29][C@H:28]([C:31]([CH3:34])(C)C)CC3)[C:16]=2C(F)(F)F)[N:11]=1)(C)COP(=O)(O)O.[CH2:35](O)CCCCCC.C1(P(C2C=CC=CC=2)C2C=CC=CC=2)C=CC=CC=1.N(C(OC(C)C)=O)=NC(OC(C)C)=O. Product: [CH2:25]([O:24][C:15]1[CH:16]=[C:17]2[C:12](=[CH:13][CH:14]=1)[N:11]=[CH:10][CH:19]=[CH:18]2)[CH2:30][CH2:29][CH2:28][CH2:31][CH2:34][CH3:35]. The catalyst class is: 1.